Dataset: Forward reaction prediction with 1.9M reactions from USPTO patents (1976-2016). Task: Predict the product of the given reaction. (1) Given the reactants C[O:2][C:3]([C@@H:5]1[CH2:9][CH2:8][CH2:7][N:6]1[S:10]([C:13]1[S:17][C:16]([NH:18][C:19]([N:21](CC2CCCC2)[C:22]2[CH:27]=[CH:26][C:25]([F:28])=[C:24]([F:29])[CH:23]=2)=[O:20])=[N:15][CH:14]=1)(=[O:12])=[O:11])=[O:4].[CH:36]1(CN(C2C=CC(F)=C(F)C=2)C(=O)NC2SC=C(CC(O)=O)N=2)[CH2:40][CH2:39][CH2:38][CH2:37]1.F[C:64]1C=C(C=CC=1F)N.C1(C=O)CCCC1.COC([C@@H]1CCCN1S(C1SC(N)=NC=1)(=O)=O)=O, predict the reaction product. The product is: [CH:36]1([N:21]([C:22]2[CH:27]=[CH:26][C:25]([F:28])=[C:24]([F:29])[CH:23]=2)[C:19](=[O:20])[N:18]([CH3:64])[C:16]2[S:17][C:13]([S:10]([N:6]3[CH2:7][CH2:8][CH2:9][C@H:5]3[C:3]([OH:2])=[O:4])(=[O:11])=[O:12])=[CH:14][N:15]=2)[CH2:40][CH2:39][CH2:38][CH2:37]1. (2) Given the reactants CN.[CH2:3]([N:5](CC)CC)C.[S:10](F)(=[O:19])([C:12]1[CH:17]=[CH:16][C:15]([NH2:18])=[CH:14][CH:13]=1)=[O:11], predict the reaction product. The product is: [CH3:3][NH:5][S:10]([C:12]1[CH:17]=[CH:16][C:15]([NH2:18])=[CH:14][CH:13]=1)(=[O:19])=[O:11]. (3) The product is: [C:36]([O:41][Si:5]([C:1]([CH3:4])([CH3:3])[CH3:2])([CH:10]([CH3:12])[CH3:11])[CH:7]([CH3:9])[CH3:8])(=[O:40])[C:37]([CH3:39])=[CH2:38]. Given the reactants [C:1]([Si:5]([CH:10]([CH3:12])[CH3:11])([CH:7]([CH3:9])[CH3:8])Cl)([CH3:4])([CH3:3])[CH3:2].C(C1C=C(C)C=C(C(C)(C)C)C=1O)(C)(C)C.C(N(CC)CC)C.[C:36]([OH:41])(=[O:40])[C:37]([CH3:39])=[CH2:38], predict the reaction product. (4) Given the reactants O[C:2]1[N:3]=[C:4]2[CH:17]=[CH:16][C:15]([NH:18][NH:19][C:20](=O)[C:21]3[CH:26]=[CH:25][CH:24]=[N:23][CH:22]=3)=[N:14][C:5]2=[N:6][C:7]=1[C:8]1[CH:13]=[CH:12][CH:11]=[CH:10][CH:9]=1.O=P(Cl)(Cl)[Cl:30], predict the reaction product. The product is: [Cl:30][C:2]1[N:3]=[C:4]2[CH:17]=[CH:16][C:15]3=[N:18][N:19]=[C:20]([C:21]4[CH:22]=[N:23][CH:24]=[CH:25][CH:26]=4)[N:14]3[C:5]2=[N:6][C:7]=1[C:8]1[CH:13]=[CH:12][CH:11]=[CH:10][CH:9]=1. (5) The product is: [CH2:38]([O:37][CH2:36][CH2:35][N:1]1[C:10]2[C:5](=[CH:6][CH:7]=[C:8]([NH:11][C:12]([C:14]3[CH:19]=[CH:18][C:17]([C:20]4[CH:21]=[CH:22][CH:23]=[CH:24][CH:25]=4)=[CH:16][CH:15]=3)=[O:13])[CH:9]=2)[CH2:4][CH2:3][CH2:2]1)[CH2:39][CH3:40]. Given the reactants [NH:1]1[C:10]2[C:5](=[CH:6][CH:7]=[C:8]([NH:11][C:12]([C:14]3[CH:19]=[CH:18][C:17]([C:20]4[CH:25]=[CH:24][CH:23]=[CH:22][CH:21]=4)=[CH:16][CH:15]=3)=[O:13])[CH:9]=2)[CH2:4][CH2:3][CH2:2]1.C(=O)([O-])[O-].[K+].[K+].[I-].[K+].Cl[CH2:35][CH2:36][O:37][CH2:38][CH2:39][CH3:40], predict the reaction product. (6) Given the reactants [C:1]1([C:17]2[CH:22]=[CH:21][CH:20]=[CH:19][CH:18]=2)[CH:6]=[CH:5][C:4]([CH:7]([CH2:11][CH:12]2[CH2:16][CH2:15][CH2:14][CH2:13]2)[C:8]([OH:10])=[O:9])=[CH:3][CH:2]=1.[CH3:23]O, predict the reaction product. The product is: [CH3:23][O:9][C:8](=[O:10])[CH:7]([C:4]1[CH:3]=[CH:2][C:1]([C:17]2[CH:18]=[CH:19][CH:20]=[CH:21][CH:22]=2)=[CH:6][CH:5]=1)[CH2:11][CH:12]1[CH2:13][CH2:14][CH2:15][CH2:16]1. (7) Given the reactants CC1C=CC(C([O:8][C@H:9]2[CH2:13][C@H:12]([N:14]3[C:18]4[N:19]=[C:20]([F:24])[N:21]=[C:22]([NH2:23])[C:17]=4[CH:16]=[CH:15]3)[O:11][C@@H:10]2[CH2:25][O:26]C(=O)C2C=CC(C)=CC=2)=O)=CC=1.CC(O)=O, predict the reaction product. The product is: [NH2:23][C:22]1[C:17]2[CH:16]=[CH:15][N:14]([C@@H:12]3[O:11][C@H:10]([CH2:25][OH:26])[C@@H:9]([OH:8])[CH2:13]3)[C:18]=2[N:19]=[C:20]([F:24])[N:21]=1. (8) The product is: [CH:35]1([O:34][C:30]2[CH:29]=[C:28]3[C:33](=[CH:32][CH:31]=2)[N:24]([CH3:23])[C:25](=[O:45])[CH2:26][CH2:27]3)[CH2:36][CH2:37]1. Given the reactants C1C2C(=CC=CC=2)C=CC=1.[Li].[C-]1C2C(=CC=CC=2)C=CC=1.[Li+].[CH3:23][N:24]1[C:33]2[C:28](=[CH:29][C:30]([O:34][C:35]3(SC4C=CC=CC=4)[CH2:37][CH2:36]3)=[CH:31][CH:32]=2)[CH2:27][CH2:26][C:25]1=[O:45], predict the reaction product. (9) Given the reactants [NH2:1][C:2]1[C:7]([C:8]#[N:9])=[C:6]([NH:10][C@H:11]([C:13]2[N:17]([CH:18]3[CH2:20][CH2:19]3)[C:16]3[C:21](Br)=[C:22]([F:25])[CH:23]=[CH:24][C:15]=3[N:14]=2)[CH3:12])[N:5]=[CH:4][N:3]=1.C([Sn](CCCC)(CCCC)[C:32]1[CH:37]=[CH:36][CH:35]=[CH:34][N:33]=1)CCC, predict the reaction product. The product is: [NH2:1][C:2]1[C:7]([C:8]#[N:9])=[C:6]([NH:10][C@H:11]([C:13]2[N:17]([CH:18]3[CH2:20][CH2:19]3)[C:16]3[C:21]([C:32]4[CH:37]=[CH:36][CH:35]=[CH:34][N:33]=4)=[C:22]([F:25])[CH:23]=[CH:24][C:15]=3[N:14]=2)[CH3:12])[N:5]=[CH:4][N:3]=1. (10) Given the reactants [CH2:1]([S:3][CH2:4][N:5]1[C:14]2[C:9](=[CH:10][CH:11]=[CH:12][N:13]=2)[CH:8]=[C:7]([C:15]([O:17]C)=[O:16])[C:6]1=[O:19])[CH3:2].Cl, predict the reaction product. The product is: [CH2:1]([S:3][CH2:4][N:5]1[C:14]2[C:9](=[CH:10][CH:11]=[CH:12][N:13]=2)[CH:8]=[C:7]([C:15]([OH:17])=[O:16])[C:6]1=[O:19])[CH3:2].